From a dataset of Forward reaction prediction with 1.9M reactions from USPTO patents (1976-2016). Predict the product of the given reaction. (1) The product is: [CH3:24][O:23][C:21]1[CH:20]=[CH:19][C:15]2[N:16]=[C:17]([CH3:18])[C:12]3[N:13]([C:9]([C:4]4[CH:5]=[CH:6][C:7]([O:28][C:27]([F:39])([F:38])[F:26])=[CH:2][CH:3]=4)=[N:10][C:11]=3[CH3:25])[C:14]=2[N:22]=1. Given the reactants Cl[C:2]1[CH:3]=[C:4]([C:9]2[N:13]3[C:14]4[N:22]=[C:21]([O:23][CH3:24])[CH:20]=[CH:19][C:15]=4[N:16]=[C:17]([CH3:18])[C:12]3=[C:11]([CH3:25])[N:10]=2)[CH:5]=[C:6](Cl)[CH:7]=1.[F:26][C:27]([F:39])([F:38])[O:28]C1C=CC(B(O)O)=CC=1.C([O-])([O-])=O.[K+].[K+], predict the reaction product. (2) Given the reactants [Br:1][C:2]1[CH:7]=[CH:6][C:5]([SH:8])=[C:4]([CH3:9])[CH:3]=1.[O-]CC.[Na+].Br[CH2:15][CH:16]([O:20][CH2:21][CH3:22])[O:17][CH2:18][CH3:19], predict the reaction product. The product is: [Br:1][C:2]1[CH:7]=[CH:6][C:5]([S:8][CH2:15][CH:16]([O:20][CH2:21][CH3:22])[O:17][CH2:18][CH3:19])=[C:4]([CH3:9])[CH:3]=1.